Task: Predict the reactants needed to synthesize the given product.. Dataset: Full USPTO retrosynthesis dataset with 1.9M reactions from patents (1976-2016) (1) Given the product [CH3:15][C:5]([S:7]([CH2:10][CH2:11][CH:12]([CH3:14])[CH3:13])(=[O:9])=[O:8])([CH3:6])[C:4]([OH:16])=[O:3], predict the reactants needed to synthesize it. The reactants are: C([O:3][C:4](=[O:16])[C:5]([CH3:15])([S:7]([CH2:10][CH2:11][CH:12]([CH3:14])[CH3:13])(=[O:9])=[O:8])[CH3:6])C.O.[OH-].[Li+]. (2) The reactants are: O.[Na].[N+:3]([CH:6]([CH:9]=O)[CH:7]=O)([O-:5])=[O:4].[NH2:11][C:12]1[NH:16][N:15]=[C:14]([O:17][CH2:18][CH2:19][OH:20])[CH:13]=1. Given the product [N+:3]([C:6]1[CH:7]=[N:11][C:12]2[N:16]([N:15]=[C:14]([O:17][CH2:18][CH2:19][OH:20])[CH:13]=2)[CH:9]=1)([O-:5])=[O:4], predict the reactants needed to synthesize it. (3) Given the product [CH2:41]([O:40][C:38](=[O:39])[NH:37][C:9]1[C:10]([C:14]([NH:16][C:17]2[CH:18]=[N:19][CH:20]=[CH:21][C:22]=2[N:23]2[CH2:28][CH2:27][CH2:26][C@H:25]([NH:29][C:30]([O:31][C:32]([CH3:35])([CH3:34])[CH3:33])=[O:36])[CH2:24]2)=[O:15])=[N:11][C:12]2[C:7]([CH:8]=1)=[CH:6][CH:5]=[C:4]([C:1]([OH:3])([CH3:48])[CH3:2])[CH:13]=2)[C:42]1[CH:43]=[CH:44][CH:45]=[CH:46][CH:47]=1, predict the reactants needed to synthesize it. The reactants are: [C:1]([C:4]1[CH:13]=[C:12]2[C:7]([CH:8]=[C:9]([NH:37][C:38]([O:40][CH2:41][C:42]3[CH:47]=[CH:46][CH:45]=[CH:44][CH:43]=3)=[O:39])[C:10]([C:14]([NH:16][C:17]3[CH:18]=[N:19][CH:20]=[CH:21][C:22]=3[N:23]3[CH2:28][CH2:27][CH2:26][C@H:25]([NH:29][C:30](=[O:36])[O:31][C:32]([CH3:35])([CH3:34])[CH3:33])[CH2:24]3)=[O:15])=[N:11]2)=[CH:6][CH:5]=1)(=[O:3])[CH3:2].[CH2:48]1COCC1. (4) Given the product [CH3:14][O:3][C:4]1[C:13]2[C:8](=[CH:9][CH:10]=[CH:11][CH:12]=2)[N:7]=[CH:6][CH:5]=1, predict the reactants needed to synthesize it. The reactants are: CO.[OH:3][C:4]1[C:13]2[C:8](=[CH:9][CH:10]=[CH:11][CH:12]=2)[N:7]=[CH:6][CH:5]=1.[CH:14](N(C(C)C)CC)(C)C.C[Si](C=[N+]=[N-])(C)C.CCCCCC.